Binary Classification. Given a miRNA mature sequence and a target amino acid sequence, predict their likelihood of interaction. From a dataset of Experimentally validated miRNA-target interactions with 360,000+ pairs, plus equal number of negative samples. (1) The miRNA is hsa-miR-4759 with sequence UAGGACUAGAUGUUGGAAUUA. The protein sequence of the target gene is MPADLSGTWTLLSSDNFEGYMLALGIDFATRKIAKLLKPQKVIEQNGDSFTIHTNSSLRNYFVKFKVGEEFDEDNRGLDNRKCKSLVIWDNDRLTCIQKGEKKNRGWTHWIEGDKLHLEMFCEGQVCKQTFQRA. Result: 0 (no interaction). (2) The miRNA is hsa-miR-1-3p with sequence UGGAAUGUAAAGAAGUAUGUAU. The protein sequence of the target gene is MMALGAAGATRVFVAMVAAALGGHPLLGVSATLNSVLNSNAIKNLPPPLGGAAGHPGSAVSAAPGILYPGGNKYQTIDNYQPYPCAEDEECGTDEYCASPTRGGDAGVQICLACRKRRKRCMRHAMCCPGNYCKNGICVSSDQNHFRGEIEETITESFGNDHSTLDGYSRRTTLSSKMYHTKGQEGSVCLRSSDCASGLCCARHFWSKICKPVLKEGQVCTKHRRKGSHGLEIFQRCYCGEGLSCRIQKDHHQASNSSRLHTCQRH. Result: 1 (interaction). (3) The miRNA is hsa-miR-3918 with sequence ACAGGGCCGCAGAUGGAGACU. The protein sequence of the target gene is MGSVSNQQFAGGCAKAAEKAPEEAPPDAARAADEPQLLHGAGICKWFNVRMGFGFLSMTARAGVALDPPVDVFVHQSKLHMEGFRSLKEGEAVEFTFKKSAKGLESIRVTGPGGVFCIGSERRPKGKNMQKRRSKGDRCYNCGGLDHHAKECKLPPQPKKCHFCQSINHMVASCPLKAQQGPSSQGKPAYFREEEEEIHSPALLPEAQN. Result: 0 (no interaction). (4) The miRNA is mmu-miR-155-5p with sequence UUAAUGCUAAUUGUGAUAGGGGU. The protein sequence of the target gene is MPQLNGGGGDDLGANDELISFKDEGEQEEKNSENSSAERDLADVKSSLVNESETNQDSSSDSEAERRPPPRSESFRDKSRESLEEAAKRQDGGLFKGPPYPGYPFIMIPDLTSPYLPNGSLSPTARTYLQMKWPLLDVQAGSLQSRQTLKDARSPSPAHIVSNKVPVVQHPHHVHPLTPLITYSNEHFTPGNPPPHLPADVDPKTGIPRPPHPPDISPYYPLSPGTVGQIPHPLGWLVPQQGQPVYPITTGGFRHPYPTALTVNASMSRFPPHMVPPHHTLHTTGIPHPAIVTPTVKQES.... Result: 1 (interaction). (5) The miRNA is mmu-miR-344f-5p with sequence AGUCAGUCUCCUGGCUGGAGUC. The protein sequence of the target gene is MKCKPNQTRTYDPEGFKKRAACLCFRSEREDEVLLVSSSRYPDRWIVPGGGMEPEEEPGGAAVREVYEEAGVKGKLGRLLGVFEQNQDRKHRTYVYVLTVTELLEDWEDSVSIGRKREWFKVEDAIKVLQCHKPVHAEYLEKLKLGGSPTNGNSMAPSSPDSDP. Result: 0 (no interaction). (6) The protein sequence of the target gene is MAFLWLLSCWALLGTTFGCGVPAIHPVLSGLSRIVNGEDAVPGSWPWQVSLQDKTGFHFCGGSLISEDWVVTAAHCGVRTSDVVVAGEFDQGSDEENIQVLKIAKVFKNPKFSILTVNNDITLLKLATPARFSQTVSAVCLPSADDDFPAGTLCATTGWGKTKYNANKTPDKLQQAALPLLSNAECKKSWGRRITDVMICAGASGVSSCMGDSGGPLVCQKDGAWTLVGIVSWGSRTCSTTTPAVYARVAKLIPWVQKILAAN. The miRNA is rno-miR-124-3p with sequence UAAGGCACGCGGUGAAUGCC. Result: 0 (no interaction). (7) The miRNA is mmu-miR-412-3p with sequence UUCACCUGGUCCACUAGCCG. The protein sequence of the target gene is MEPQVTLNVTFKNETQSFLVSDPENTTWADVEAMVKVSFDLNTIQIKYLDEENEEISINSQGEYEEALKMANIKQGNQLQMQVHEGYHVVDEALPKNVVENQAAARTGKKPLAHYSSLVRVLGSDMKTTEEPAPEQCSSAPCDTDQPQDKPPDWFTSYLEMFREQVVKETVEKLEQRLQEKLVLQKPLLSSSPTEVSMPISEETLFLPENQFSWHIACSHCQKRIVGVRYQCSLCPSYNICEDCEAGPYTHDTNHVLLKLRRPVVISSEPFFYSKYSAPRLPAALEQVRLQKQVDKNFVK.... Result: 0 (no interaction). (8) The miRNA is hsa-miR-548ah-3p with sequence CAAAAACUGCAGUUACUUUUGC. The protein sequence of the target gene is MKDQQTVIMTECTSLQFVSPFAFEAMQKVDVVCLASLSDPELRLLLPCLVRMALCAPADQSQSWAQDKKLILRLLSGVEAVNSIVALLSVDFHALEQDASKEQQLRHKLGGGSGESILVSQLQHGLTLEFEHSDSPRRLRLVLSELLAIMNKVSESNGEFFFKSSELFESPVYLEEAADVLCILQAELPSLLPIVDVAEALLHVRNGAWFLCLLVANVPDSFNEVCRGLIKNGERQDEESLGGRRRTDALRFLCKMNPSQALKVRGMVVEECHLPGLGVALTLDHTKNEACEDGVSDLVC.... Result: 0 (no interaction). (9) The miRNA is hsa-miR-4438 with sequence CACAGGCUUAGAAAAGACAGU. The protein sequence of the target gene is MKVTVCFGRTRVVVPCGDGHMKVFSLIQQAVTRYRKAIAKDPNYWIQVHRLEHGDGGILDLDDILCDVADDKDRLVAVFDEQDPHHGGDGTSASSTGTQSPEIFGSELGTNNVSAFQPYQATSEIEVTPSVLRANMPLHVRRSSDPALIGLSTSVSDSNFSSEEPSRKNPTRWSTTAGFLKQNTAGSPKTCDRKKDENYRSLPRDTSNWSNQFQRDNARSSLSASHPMVGKWLEKQEQDEDGTEEDNSRVEPVGHADTGLEHIPNFSLDDMVKLVEVPNDGGPLGIHVVPFSARGGRTLG.... Result: 1 (interaction). (10) The miRNA is hsa-miR-1229-3p with sequence CUCUCACCACUGCCCUCCCACAG. The protein sequence of the target gene is MGLTKQYLRYVASAVFGVIGSQKGNIVFVTLRGEKGRYVAVPACEHVFIWDLRKGEKILILQGLKQEVTCLCPSPDGLHLAVGYEDGSIRIFSLLSGEGNVTFNGHKAAITTLKYDQLGGRLASGSKDTDIIVWDVINESGLYRLKGHKDAITQALFLREKNLLVTSGKDTMVKWWDLDTQHCFKTMVGHRTEVWGLVLLSEEKRLITGASDSELRVWDIAYLQEIEDPEEPDPKKIKGSSPGIQDTLEAEDGAFETDEAPEDRILSCRKAGSIMREGRDRVVNLAVDKTGRILACHGTD.... Result: 1 (interaction).